Predict the reactants needed to synthesize the given product. From a dataset of Full USPTO retrosynthesis dataset with 1.9M reactions from patents (1976-2016). (1) Given the product [C:12]1([CH2:11][CH2:10][OH:18])[CH:17]=[CH:16][CH:15]=[CH:14][CH:13]=1, predict the reactants needed to synthesize it. The reactants are: C1(O)C=CC=CC=1.[OH-].[K+].[CH2:10]1[O:18][CH:11]1[C:12]1[CH:17]=[CH:16][CH:15]=[CH:14][CH:13]=1.[OH-].[Na+]. (2) Given the product [C:5]([N:8]1[C:17]2[C:12](=[CH:13][C:14]([I:33])=[CH:15][CH:16]=2)[C:11]([C:20]2[CH:25]=[CH:24][CH:23]=[CH:22][CH:21]=2)([CH3:19])[CH2:10][C:9]1([CH3:27])[CH3:26])(=[O:7])[CH3:6], predict the reactants needed to synthesize it. The reactants are: N([O-])=O.[Na+].[C:5]([N:8]1[C:17]2[C:12](=[CH:13][C:14](N)=[CH:15][CH:16]=2)[C:11]([C:20]2[CH:25]=[CH:24][CH:23]=[CH:22][CH:21]=2)([CH3:19])[CH2:10][C:9]1([CH3:27])[CH3:26])(=[O:7])[CH3:6].S(=O)(=O)(O)O.[I-:33].[K+]. (3) Given the product [C:1](/[C:3](/[C:27]1[CH:32]=[CH:31][C:30]([O:33][CH3:34])=[C:29]([O:35][CH3:36])[CH:28]=1)=[CH:4]\[C:5]1[S:9][C:8]([N:10]2[CH2:15][CH2:14][CH:13]([O:16][C:17](=[O:26])[CH2:18][N:19]3[CH2:20][CH2:21][CH2:22][CH:23]([CH2:38][OH:37])[CH2:24]3)[CH2:12][CH2:11]2)=[CH:7][CH:6]=1)#[N:2], predict the reactants needed to synthesize it. The reactants are: [C:1](/[C:3](/[C:27]1[CH:32]=[CH:31][C:30]([O:33][CH3:34])=[C:29]([O:35][CH3:36])[CH:28]=1)=[CH:4]\[C:5]1[S:9][C:8]([N:10]2[CH2:15][CH2:14][CH:13]([O:16][C:17](=[O:26])[CH2:18][N:19]3[CH2:24][CH2:23][CH:22](O)[CH2:21][CH2:20]3)[CH2:12][CH2:11]2)=[CH:7][CH:6]=1)#[N:2].[OH:37][CH2:38]C1CCCNC1.